The task is: Regression. Given two drug SMILES strings and cell line genomic features, predict the synergy score measuring deviation from expected non-interaction effect.. This data is from NCI-60 drug combinations with 297,098 pairs across 59 cell lines. (1) Drug 2: CC1CCC2CC(C(=CC=CC=CC(CC(C(=O)C(C(C(=CC(C(=O)CC(OC(=O)C3CCCCN3C(=O)C(=O)C1(O2)O)C(C)CC4CCC(C(C4)OC)OCCO)C)C)O)OC)C)C)C)OC. Synergy scores: CSS=4.02, Synergy_ZIP=4.94, Synergy_Bliss=7.29, Synergy_Loewe=0.651, Synergy_HSA=1.04. Cell line: HCT-15. Drug 1: CCC(=C(C1=CC=CC=C1)C2=CC=C(C=C2)OCCN(C)C)C3=CC=CC=C3.C(C(=O)O)C(CC(=O)O)(C(=O)O)O. (2) Drug 1: CC1=C2C(C(=O)C3(C(CC4C(C3C(C(C2(C)C)(CC1OC(=O)C(C(C5=CC=CC=C5)NC(=O)OC(C)(C)C)O)O)OC(=O)C6=CC=CC=C6)(CO4)OC(=O)C)OC)C)OC. Drug 2: COC1=NC(=NC2=C1N=CN2C3C(C(C(O3)CO)O)O)N. Cell line: UACC-257. Synergy scores: CSS=33.0, Synergy_ZIP=8.67, Synergy_Bliss=8.16, Synergy_Loewe=-8.84, Synergy_HSA=6.58. (3) Drug 1: CCC1(CC2CC(C3=C(CCN(C2)C1)C4=CC=CC=C4N3)(C5=C(C=C6C(=C5)C78CCN9C7C(C=CC9)(C(C(C8N6C=O)(C(=O)OC)O)OC(=O)C)CC)OC)C(=O)OC)O.OS(=O)(=O)O. Drug 2: C1=NC2=C(N=C(N=C2N1C3C(C(C(O3)CO)O)F)Cl)N. Cell line: SW-620. Synergy scores: CSS=5.97, Synergy_ZIP=-1.44, Synergy_Bliss=-2.72, Synergy_Loewe=-18.7, Synergy_HSA=-5.13. (4) Drug 1: CN1C2=C(C=C(C=C2)N(CCCl)CCCl)N=C1CCCC(=O)O.Cl. Drug 2: CC(C)NC(=O)C1=CC=C(C=C1)CNNC.Cl. Cell line: UACC62. Synergy scores: CSS=-0.753, Synergy_ZIP=-0.866, Synergy_Bliss=-1.61, Synergy_Loewe=-1.83, Synergy_HSA=-1.72. (5) Drug 1: C1C(C(OC1N2C=NC3=C(N=C(N=C32)Cl)N)CO)O. Drug 2: CC1=C(C=C(C=C1)C(=O)NC2=CC(=CC(=C2)C(F)(F)F)N3C=C(N=C3)C)NC4=NC=CC(=N4)C5=CN=CC=C5. Cell line: MCF7. Synergy scores: CSS=0.947, Synergy_ZIP=-0.0349, Synergy_Bliss=1.31, Synergy_Loewe=0.213, Synergy_HSA=-0.134. (6) Drug 1: CNC(=O)C1=CC=CC=C1SC2=CC3=C(C=C2)C(=NN3)C=CC4=CC=CC=N4. Drug 2: CN1C(=O)N2C=NC(=C2N=N1)C(=O)N. Cell line: NCI-H460. Synergy scores: CSS=6.86, Synergy_ZIP=1.17, Synergy_Bliss=2.35, Synergy_Loewe=0.447, Synergy_HSA=2.95.